From a dataset of Catalyst prediction with 721,799 reactions and 888 catalyst types from USPTO. Predict which catalyst facilitates the given reaction. Reactant: [O:1]=[C:2]1[NH:6][C:5](=[O:7])[CH:4]([CH2:8][C:9]2[CH:14]=[CH:13][C:12]([C:15]3[CH:20]=[CH:19][CH:18]=[C:17]([CH2:21][N:22](C)[C:23](=O)OC(C)(C)C)[CH:16]=3)=[CH:11][CH:10]=2)[S:3]1.FC(F)(F)C(O)=O.C(=O)([O-])[O-].[K+].[K+]. The catalyst class is: 4. Product: [CH3:23][NH:22][CH2:21][C:17]1[CH:16]=[C:15]([C:12]2[CH:11]=[CH:10][C:9]([CH2:8][CH:4]3[S:3][C:2](=[O:1])[NH:6][C:5]3=[O:7])=[CH:14][CH:13]=2)[CH:20]=[CH:19][CH:18]=1.